Task: Predict the reactants needed to synthesize the given product.. Dataset: Full USPTO retrosynthesis dataset with 1.9M reactions from patents (1976-2016) Given the product [CH:1]1([CH2:4][C@H:5]([N:12]([CH3:32])[C:13]([C:15]2[CH:20]=[CH:19][C:18]([N:21]3[CH2:22][C:23]([F:25])([F:26])[CH2:24]3)=[C:17]([O:27][CH2:28][CH:29]3[CH2:31][CH2:30]3)[N:16]=2)=[O:14])[C:6]2[N:10]=[C:9]([CH3:11])[O:8][N:7]=2)[CH2:2][CH2:3]1, predict the reactants needed to synthesize it. The reactants are: [CH:1]1([CH2:4][C@H:5]([NH:12][C:13]([C:15]2[CH:20]=[CH:19][C:18]([N:21]3[CH2:24][C:23]([F:26])([F:25])[CH2:22]3)=[C:17]([O:27][CH2:28][CH:29]3[CH2:31][CH2:30]3)[N:16]=2)=[O:14])[C:6]2[N:10]=[C:9]([CH3:11])[O:8][N:7]=2)[CH2:3][CH2:2]1.[CH3:32]I.[H-].[Na+].